This data is from Catalyst prediction with 721,799 reactions and 888 catalyst types from USPTO. The task is: Predict which catalyst facilitates the given reaction. (1) Reactant: [Br:1][C:2]1[CH:3]=[C:4]([N:8]2[CH:12]=[N:11][NH:10][C:9]2=[O:13])[CH:5]=[CH:6][CH:7]=1.[H-].[Na+].Cl[C:17]([C:30]1[CH:35]=[CH:34][CH:33]=[CH:32][CH:31]=1)([C:24]1[CH:29]=[CH:28][CH:27]=[CH:26][CH:25]=1)[C:18]1[CH:23]=[CH:22][CH:21]=[CH:20][CH:19]=1. Product: [Br:1][C:2]1[CH:3]=[C:4]([N:8]2[CH:12]=[N:11][N:10]([C:17]([C:18]3[CH:23]=[CH:22][CH:21]=[CH:20][CH:19]=3)([C:30]3[CH:31]=[CH:32][CH:33]=[CH:34][CH:35]=3)[C:24]3[CH:25]=[CH:26][CH:27]=[CH:28][CH:29]=3)[C:9]2=[O:13])[CH:5]=[CH:6][CH:7]=1. The catalyst class is: 31. (2) Reactant: [Cl:1][C:2]1[CH:3]=[C:4]([C:9](=O)[CH2:10][C:11]2[CH:16]=[CH:15][CH:14]=[CH:13][CH:12]=2)[CH:5]=[C:6]([F:8])[CH:7]=1.[CH2:18]([O:20][C:21]1[CH:22]=[C:23]([CH:26]=[C:27]([N+:30]([O-:32])=[O:31])[C:28]=1[OH:29])[CH:24]=O)[CH3:19].[NH2:33][C:34]([NH2:36])=[O:35].Cl. Product: [Cl:1][C:2]1[CH:3]=[C:4]([C:9]2[NH:36][C:34](=[O:35])[NH:33][CH:24]([C:23]3[CH:26]=[C:27]([N+:30]([O-:32])=[O:31])[C:28]([OH:29])=[C:21]([O:20][CH2:18][CH3:19])[CH:22]=3)[C:10]=2[C:11]2[CH:16]=[CH:15][CH:14]=[CH:13][CH:12]=2)[CH:5]=[C:6]([F:8])[CH:7]=1. The catalyst class is: 351. (3) Reactant: [OH:1][C:2]1[CH:3]=[CH:4][C:5]2[O:9][C@@H:8]3[C@@H:10]([C:11]([O:13][CH2:14][CH3:15])=[O:12])[C@@H:7]3[C:6]=2[CH:16]=1.Cl.N[C@H]1[C@H]2[C@@H]1OC1C=CC(OC3C=C[N:37]=[C:36]4[C:31]=3[CH2:32][CH2:33][C:34](=O)[NH:35]4)=CC=12.FC1C=CN=C(NC(=O)OC(C)(C)C)C=1.C(=O)([O-])[O-].[Cs+].[Cs+]. Product: [NH2:37][C:36]1[CH:31]=[C:32]([O:1][C:2]2[CH:3]=[CH:4][C:5]3[O:9][C@@H:8]4[C@@H:10]([C:11]([O:13][CH2:14][CH3:15])=[O:12])[C@@H:7]4[C:6]=3[CH:16]=2)[CH:33]=[CH:34][N:35]=1. The catalyst class is: 3. (4) Reactant: O.O.O.O.O.[N:6]1[C:15]2[C:10](=[CH:11][CH:12]=[CH:13][CH:14]=2)[CH:9]=[CH:8][C:7]=1[CH2:16][O:17][C:18]1[CH:19]=[C:20]([CH:22]=[CH:23][CH:24]=1)[O-:21].[Na+].[C:26]([C:28]1[CH:35]=[CH:34][C:31]([CH2:32]Br)=[CH:30][CH:29]=1)#[N:27].O.CCOCC. Product: [N:6]1[C:15]2[C:10](=[CH:11][CH:12]=[CH:13][CH:14]=2)[CH:9]=[CH:8][C:7]=1[CH2:16][O:17][C:18]1[CH:19]=[C:20]([CH:22]=[CH:23][CH:24]=1)[O:21][CH2:32][C:31]1[CH:34]=[CH:35][C:28]([C:26]#[N:27])=[CH:29][CH:30]=1. The catalyst class is: 3. (5) Reactant: [CH3:1][N:2]([CH3:9])[CH2:3][C:4]#[C:5][C:6]([OH:8])=[O:7].C(=O)([O-])[O-].[Ca+2]. Product: [CH3:1][N:2]([CH3:9])[CH2:3]/[CH:4]=[CH:5]\[C:6]([OH:8])=[O:7]. The catalyst class is: 370. (6) Reactant: [C:1]1([C:7]2([CH2:12][CH2:13][CH2:14][C:15]3[CH2:19][C:18](=[O:20])[NH:17][N:16]=3)OCCO2)[CH:6]=[CH:5][CH:4]=[CH:3][CH:2]=1.ClB(Cl)Cl. Product: [C:1]1([C:7]2[N:16]3[N:17]=[C:18]([OH:20])[CH:19]=[C:15]3[CH2:14][CH2:13][CH:12]=2)[CH:6]=[CH:5][CH:4]=[CH:3][CH:2]=1. The catalyst class is: 10. (7) Reactant: O[C:2]1[C:3](=[O:17])[N:4]([CH2:8][C:9]2[CH:14]=[CH:13][C:12]([O:15][CH3:16])=[CH:11][CH:10]=2)[CH:5]=[CH:6][N:7]=1.C1CN([P+](ON2N=NC3C=CC=CC2=3)(N2CCCC2)N2CCCC2)CC1.F[P-](F)(F)(F)(F)F.C(N(CC)C(C)C)(C)C.[F:60][C:61]([F:71])([F:70])[O:62][C:63]1[CH:68]=[CH:67][C:66]([SH:69])=[CH:65][CH:64]=1. Product: [CH3:16][O:15][C:12]1[CH:13]=[CH:14][C:9]([CH2:8][N:4]2[CH:5]=[CH:6][N:7]=[C:2]([S:69][C:66]3[CH:65]=[CH:64][C:63]([O:62][C:61]([F:60])([F:70])[F:71])=[CH:68][CH:67]=3)[C:3]2=[O:17])=[CH:10][CH:11]=1. The catalyst class is: 634.